The task is: Predict which catalyst facilitates the given reaction.. This data is from Catalyst prediction with 721,799 reactions and 888 catalyst types from USPTO. (1) Reactant: [F:1][C:2]1[CH:9]=[C:8]([I:10])[CH:7]=[CH:6][C:3]=1[CH:4]=[O:5].[CH3:11][Mg]Cl.[Cl-].[NH4+]. Product: [F:1][C:2]1[CH:9]=[C:8]([I:10])[CH:7]=[CH:6][C:3]=1[CH:4]([OH:5])[CH3:11]. The catalyst class is: 54. (2) The catalyst class is: 688. Product: [C:19]1([CH3:22])[CH:20]=[CH:21][CH:16]=[CH:17][C:18]=1[C:2]1[CH:3]=[N:4][CH:5]=[C:6]2[C:11]=1[N:10]=[C:9]([C:12]([NH2:14])=[O:13])[CH:8]=[CH:7]2. Reactant: Br[C:2]1[CH:3]=[N:4][CH:5]=[C:6]2[C:11]=1[N:10]=[C:9]([C:12]([NH2:14])=[O:13])[CH:8]=[CH:7]2.B(O)(O)[C:16]1[CH:17]=[CH:18][C:19]([CH3:22])=[CH:20][CH:21]=1.C(=O)([O-])[O-].[Cs+].[Cs+]. (3) Reactant: [C:1]([O-:4])(=[O:3])[CH3:2].[Pb+4].[C:1]([O-:4])(=[O:3])[CH3:2].[C:1]([O-:4])(=[O:3])[CH3:2].[C:1]([O-:4])(=[O:3])[CH3:2].[CH2:18]([O:21][C:22]1[C:23]([CH2:32][O:33][C:34]([NH:36][C@H:37](C(O)=O)[CH2:38][O:39][CH2:40][C:41]2[CH:46]=[CH:45][CH:44]=[CH:43][CH:42]=2)=[O:35])=[CH:24][C:25]2[C:30]([CH:31]=1)=[CH:29][CH:28]=[CH:27][CH:26]=2)[CH:19]=[CH2:20].C(OCC)(=O)C. Product: [C:1]([O:4][CH:37]([NH:36][C:34]([O:33][CH2:32][C:23]1[C:22]([O:21][CH2:18][CH:19]=[CH2:20])=[CH:31][C:30]2[C:25](=[CH:26][CH:27]=[CH:28][CH:29]=2)[CH:24]=1)=[O:35])[CH2:38][O:39][CH2:40][C:41]1[CH:46]=[CH:45][CH:44]=[CH:43][CH:42]=1)(=[O:3])[CH3:2]. The catalyst class is: 3. (4) The catalyst class is: 2. Product: [CH3:26][S:27]([O:25][CH:23]([C:14]1[CH:13]=[C:12]2[C:17]([O:18][CH2:19][CH2:20][N:21]3[C:11]2=[N:10][C:9]([C:8]2[N:4]([CH:2]([CH3:1])[CH3:3])[N:5]=[CH:6][N:7]=2)=[CH:22]3)=[CH:16][CH:15]=1)[CH3:24])(=[O:29])=[O:28]. Reactant: [CH3:1][CH:2]([N:4]1[C:8]([C:9]2[N:10]=[C:11]3[N:21]([CH:22]=2)[CH2:20][CH2:19][O:18][C:17]2[C:12]3=[CH:13][C:14]([CH:23]([OH:25])[CH3:24])=[CH:15][CH:16]=2)=[N:7][CH:6]=[N:5]1)[CH3:3].[CH3:26][S:27](Cl)(=[O:29])=[O:28].